This data is from Forward reaction prediction with 1.9M reactions from USPTO patents (1976-2016). The task is: Predict the product of the given reaction. (1) The product is: [Br:1][C:2]1[C:10]2[O:9][C:8]([CH2:12][CH3:13])=[CH:7][C:6]=2[CH:5]=[CH:4][CH:3]=1. Given the reactants [Br:1][C:2]1[C:10]2[O:9][CH:8]=[CH:7][C:6]=2[CH:5]=[CH:4][CH:3]=1.[Li+].[CH3:12][CH:13]([N-]C(C)C)C.C1COCC1.CCCCCCC.CI.C([O-])(O)=O.[Na+], predict the reaction product. (2) The product is: [CH:1]1([N:6]2[CH2:14][C:13]3[C:8](=[CH:9][CH:10]=[C:11]([O:15][CH2:16][C:17]4[CH:18]=[C:19]([C:35]5[C:36]([O:37][CH3:38])=[CH:28][CH:29]=[C:30]([C:31]([OH:33])=[O:32])[CH:34]=5)[CH:20]=[CH:21][CH:22]=4)[CH:12]=3)[C:7]2=[O:26])[CH2:5][CH2:4][CH2:3][CH2:2]1. Given the reactants [CH:1]1([N:6]2[CH2:14][C:13]3[C:8](=[CH:9][CH:10]=[C:11]([O:15][CH2:16][C:17]4[CH:18]=[C:19](B(O)O)[CH:20]=[CH:21][CH:22]=4)[CH:12]=3)[C:7]2=[O:26])[CH2:5][CH2:4][CH2:3][CH2:2]1.I[C:28]1[CH:29]=[C:30]([CH:34]=[CH:35][C:36]=1[O:37][CH3:38])[C:31]([OH:33])=[O:32].C([O-])([O-])=O.[K+].[K+].Cl, predict the reaction product. (3) Given the reactants C(OC(=O)[NH:7][CH:8]1[CH2:10][CH:9]1[C:11]1[CH:16]=[CH:15][C:14]([F:17])=[CH:13][C:12]=1[F:18])(C)(C)C.[C:20]([OH:26])([C:22]([F:25])([F:24])[F:23])=[O:21], predict the reaction product. The product is: [F:23][C:22]([F:25])([F:24])[C:20]([OH:26])=[O:21].[F:18][C:12]1[CH:13]=[C:14]([F:17])[CH:15]=[CH:16][C:11]=1[CH:9]1[CH2:10][CH:8]1[NH2:7]. (4) The product is: [CH:26]1([S:23]([C:20]2[CH:19]=[CH:18][C:17]([CH2:16][C:8]3[C:9]4[C:14](=[CH:13][CH:12]=[C:11]([F:15])[CH:10]=4)[N:6]([CH2:5][C:4]([OH:33])=[O:3])[C:7]=3[CH3:32])=[CH:22][CH:21]=2)(=[O:24])=[O:25])[CH2:27][CH2:28][CH2:29][CH2:30][CH2:31]1. Given the reactants C([O:3][C:4](=[O:33])[CH2:5][N:6]1[C:14]2[C:9](=[CH:10][C:11]([F:15])=[CH:12][CH:13]=2)[C:8]([CH2:16][C:17]2[CH:22]=[CH:21][C:20]([S:23]([CH:26]3[CH2:31][CH2:30][CH2:29][CH2:28][CH2:27]3)(=[O:25])=[O:24])=[CH:19][CH:18]=2)=[C:7]1[CH3:32])C.C1(S(C2C=CC=CC=2CC2C3C(=CC=C(F)C=3)N(CC(O)=O)C=2C)(=O)=O)CCCCC1, predict the reaction product. (5) Given the reactants [N:1]1([C:7]2[N:12]=[CH:11][NH:10][C:9](=[O:13])[CH:8]=2)[CH2:6][CH2:5][NH:4][CH2:3][CH2:2]1.[CH:14](=O)[C:15]1[C:16](=[CH:18][CH:19]=[CH:20][CH:21]=1)[OH:17], predict the reaction product. The product is: [OH:17][C:16]1[CH:18]=[CH:19][CH:20]=[CH:21][C:15]=1[CH2:14][N:4]1[CH2:5][CH2:6][N:1]([C:7]2[N:12]=[CH:11][NH:10][C:9](=[O:13])[CH:8]=2)[CH2:2][CH2:3]1. (6) Given the reactants [CH3:1][O:2][C:3](=[O:33])[C:4]([C:7]1[CH:12]=[CH:11][C:10]([S:13][CH2:14][C:15]2[CH:20]=[CH:19][C:18]([C:21]3[CH:26]=[CH:25][C:24]([C:27]([F:30])([F:29])[F:28])=[CH:23]N=3)=[CH:17][CH:16]=2)=[C:9]([O:31][CH3:32])[CH:8]=1)([CH3:6])[CH3:5].[CH3:34]OC(=O)C(C1C=CC(S)=C(OC)C=1)(C)C, predict the reaction product. The product is: [CH3:1][O:2][C:3](=[O:33])[C:4]([C:7]1[CH:12]=[CH:11][C:10]([S:13][CH2:14][C:15]2[CH:20]=[CH:19][C:18]([C:21]3[CH:34]=[CH:23][C:24]([C:27]([F:30])([F:29])[F:28])=[CH:25][CH:26]=3)=[CH:17][CH:16]=2)=[C:9]([O:31][CH3:32])[CH:8]=1)([CH3:6])[CH3:5]. (7) The product is: [CH3:25][N:26]([N:15]=[N:1][C:2]1[C:6]2[CH2:7][CH2:8][CH2:9][CH2:10][C:5]=2[Se:4][C:3]=1[C:11]([O:22][CH3:19])=[O:28])[CH3:27]. Given the reactants [NH2:1][C:2]1[C:6]2[CH2:7][CH2:8][CH2:9][CH2:10][C:5]=2[Se:4][C:3]=1[C:11]([O-])=O.Cl.[N:15]([O-])=O.[Na+].[C:19](=[O:22])([O-])[O-].[K+].[K+].[CH3:25][NH:26][CH3:27].[OH2:28], predict the reaction product.